From a dataset of Full USPTO retrosynthesis dataset with 1.9M reactions from patents (1976-2016). Predict the reactants needed to synthesize the given product. Given the product [F:25][C:20]1[CH:19]=[C:18]([CH:16]2[N:15]([CH2:26][C:27]([O:29][CH2:33][CH3:34])=[O:28])[C:14](=[O:30])[C:9]3([CH2:10][CH2:11][CH2:12][CH2:13]3)[NH:8][CH2:17]2)[CH:23]=[C:22]([F:24])[CH:21]=1, predict the reactants needed to synthesize it. The reactants are: C(OC([N:8]1[CH2:17][C@@H:16]([C:18]2[CH:23]=[C:22]([F:24])[CH:21]=[C:20]([F:25])[CH:19]=2)[N:15]([CH2:26][C:27]([O-:29])=[O:28])[C:14](=[O:30])[C:9]21[CH2:13][CH2:12][CH2:11][CH2:10]2)=O)(C)(C)C.[Li+].Cl.[CH2:33](OC(=O)CN)[CH3:34].CC(O)=O.[BH3-]C#N.[Na+].